This data is from Reaction yield outcomes from USPTO patents with 853,638 reactions. The task is: Predict the reaction yield, written as a fraction of the theoretical maximum amount of product (1.0 means a 100% yield; for example, 0.34 means a 34% yield). (1) The reactants are [CH3:1][O:2][C:3]1[CH:12]=[CH:11][CH:10]=[C:9]2[C:4]=1[CH2:5][CH2:6][C:7](=[O:13])[NH:8]2.[CH3:14][O:15]C(Cl)Cl. The catalyst is ClCCl.[Ti](Cl)(Cl)(Cl)Cl. The product is [CH3:1][O:2][C:3]1[CH:12]=[CH:11][C:10]([CH:14]=[O:15])=[C:9]2[C:4]=1[CH2:5][CH2:6][C:7](=[O:13])[NH:8]2. The yield is 0.920. (2) The reactants are [N+:1]([C:4]1[CH:5]=[C:6]2[C:10](=[CH:11][CH:12]=1)[NH:9][CH:8]=[CH:7]2)([O-:3])=[O:2].O[CH2:14][N:15]1[CH2:19][CH:18]([CH2:20][CH2:21][CH3:22])[CH2:17][C:16]1=[O:23]. The catalyst is C1(C)C=CC=CC=1. The product is [N+:1]([C:4]1[CH:5]=[C:6]2[C:10](=[CH:11][CH:12]=1)[NH:9][CH:8]=[C:7]2[CH2:14][N:15]1[CH2:19][CH:18]([CH2:20][CH2:21][CH3:22])[CH2:17][C:16]1=[O:23])([O-:3])=[O:2]. The yield is 0.440. (3) The reactants are [Cl:1][C:2]1[CH:3]=[CH:4][C:5]([C:8]([F:25])([F:24])[CH2:9][N:10]2[CH2:15][CH2:14][CH:13]([NH:16]C(=O)OC(C)(C)C)[CH2:12][CH2:11]2)=[N:6][CH:7]=1.C(O)(C(F)(F)F)=O. The catalyst is C(Cl)Cl. The product is [Cl:1][C:2]1[CH:3]=[CH:4][C:5]([C:8]([F:25])([F:24])[CH2:9][N:10]2[CH2:15][CH2:14][CH:13]([NH2:16])[CH2:12][CH2:11]2)=[N:6][CH:7]=1. The yield is 1.00. (4) The reactants are [Br:1]N1C(=O)CCC1=O.OC(C(F)(F)F)=O.[F:16][C:17]1[CH:22]=[CH:21][N:20]=[C:19]([NH2:23])[CH:18]=1. The catalyst is C(#N)C. The product is [Br:1][C:22]1[C:17]([F:16])=[CH:18][C:19]([NH2:23])=[N:20][CH:21]=1. The yield is 0.670. (5) The reactants are Br.Br[CH:3]([CH3:12])[C:4]([C:6]1[CH:11]=[CH:10][N:9]=[CH:8][CH:7]=1)=O.N1[CH:18]=[CH:17][C:16]([C:19]2[NH:20]C(C3C=CN=CC=3)=C[C:23]=2[C:24]([OH:26])=[O:25])=[CH:15][CH:14]=1.[H-].[Na+].[C:35]([O-])(=O)[CH3:36].[NH4+].[CH2:40]1COCC1. No catalyst specified. The product is [CH2:35]([O:26][C:24]([C:23]1[C:3]([CH3:12])=[C:4]([C:6]2[CH:11]=[CH:10][N:9]=[CH:8][CH:7]=2)[NH:20][C:19]=1[C:16]1[CH:15]=[CH:14][CH:40]=[CH:18][CH:17]=1)=[O:25])[CH3:36]. The yield is 0.360.